From a dataset of Peptide-MHC class I binding affinity with 185,985 pairs from IEDB/IMGT. Regression. Given a peptide amino acid sequence and an MHC pseudo amino acid sequence, predict their binding affinity value. This is MHC class I binding data. (1) The peptide sequence is GSEVPGFCH. The MHC is HLA-B58:01 with pseudo-sequence HLA-B58:01. The binding affinity (normalized) is 0.0847. (2) The peptide sequence is PLRPMTYR. The MHC is HLA-A03:01 with pseudo-sequence HLA-A03:01. The binding affinity (normalized) is 0.239. (3) The peptide sequence is RSWPLNEGI. The MHC is HLA-A32:01 with pseudo-sequence HLA-A32:01. The binding affinity (normalized) is 0.427. (4) The peptide sequence is YFSGIMVRL. The MHC is HLA-A30:01 with pseudo-sequence HLA-A30:01. The binding affinity (normalized) is 0.0847. (5) The peptide sequence is SPPLISILMI. The MHC is HLA-B54:01 with pseudo-sequence HLA-B54:01. The binding affinity (normalized) is 0.174. (6) The peptide sequence is PVNPNLSKL. The MHC is H-2-Kb with pseudo-sequence H-2-Kb. The binding affinity (normalized) is 0.0129. (7) The peptide sequence is LLIVSGIFPY. The MHC is HLA-A01:01 with pseudo-sequence HLA-A01:01. The binding affinity (normalized) is 0.175. (8) The peptide sequence is APVESMALF. The MHC is HLA-B57:01 with pseudo-sequence HLA-B57:01. The binding affinity (normalized) is 0.0847. (9) The peptide sequence is RRQDILDLWI. The MHC is HLA-B57:01 with pseudo-sequence HLA-B57:01. The binding affinity (normalized) is 0.0100.